This data is from Reaction yield outcomes from USPTO patents with 853,638 reactions. The task is: Predict the reaction yield, written as a fraction of the theoretical maximum amount of product (1.0 means a 100% yield; for example, 0.34 means a 34% yield). (1) The reactants are [CH2:1]([NH:8][C:9]([C:11]1[CH:28]=[CH:27][C:14]2[CH2:15][CH2:16][N:17](C(OC(C)(C)C)=O)[CH2:18][CH2:19][C:13]=2[CH:12]=1)=[O:10])[C:2]1[CH:7]=[CH:6][CH:5]=[CH:4][CH:3]=1.[ClH:29]. No catalyst specified. The product is [ClH:29].[CH2:1]([NH:8][C:9]([C:11]1[CH:28]=[CH:27][C:14]2[CH2:15][CH2:16][NH:17][CH2:18][CH2:19][C:13]=2[CH:12]=1)=[O:10])[C:2]1[CH:3]=[CH:4][CH:5]=[CH:6][CH:7]=1. The yield is 1.00. (2) The reactants are Cl[C:2]1[CH:7]=[CH:6][N:5]=[C:4]2[CH:8]=[C:9]([C:11]([C:13]3[O:14][CH:15]=[CH:16][CH:17]=3)=[O:12])[S:10][C:3]=12.[F:18][C:19]1[CH:24]=[C:23]([N+:25]([O-:27])=[O:26])[CH:22]=[CH:21][C:20]=1O.[C:29]([O-])([O-])=O.[K+].[K+]. The catalyst is O(C1C=CC=CC=1)C1C=CC=CC=1. The product is [F:18][C:19]1[CH:24]=[C:23]([N+:25]([O-:27])=[O:26])[CH:22]=[CH:21][C:20]=1[CH2:29][C:2]1[CH:7]=[CH:6][N:5]=[C:4]2[CH:8]=[C:9]([C:11]([C:13]3[O:14][CH:15]=[CH:16][CH:17]=3)=[O:12])[S:10][C:3]=12. The yield is 0.390. (3) The catalyst is C1(C)C=CC=CC=1.O1CCCC1. The yield is 0.810. The product is [CH2:1]([O:8][C:9]1[CH:16]=[C:15]([O:17][CH3:18])[CH:14]=[CH:13][C:10]=1[CH2:11][C:21]#[N:22])[C:2]1[CH:7]=[CH:6][CH:5]=[CH:4][CH:3]=1. The reactants are [CH2:1]([O:8][C:9]1[CH:16]=[C:15]([O:17][CH3:18])[CH:14]=[CH:13][C:10]=1[CH2:11]O)[C:2]1[CH:7]=[CH:6][CH:5]=[CH:4][CH:3]=1.CC(C)(O)[C:21]#[N:22].C1(P(C2C=CC=CC=2)C2C=CC=CC=2)C=CC=CC=1.N(C(OCC)=O)=NC(OCC)=O.